From a dataset of Forward reaction prediction with 1.9M reactions from USPTO patents (1976-2016). Predict the product of the given reaction. (1) Given the reactants F[C:2]1[CH:7]=[CH:6][CH:5]=[CH:4][C:3]=1[CH:8]([N:13]1[C:21]2[C:16](=[CH:17][CH:18]=[CH:19][CH:20]=2)[C:15]([CH3:23])([CH3:22])[C:14]1=[O:24])[CH:9]([OH:12])[CH2:10][OH:11].CC(C)([O-])C.[K+], predict the reaction product. The product is: [OH:11][CH2:10][CH:9]1[CH:8]([N:13]2[C:21]3[C:16](=[CH:17][CH:18]=[CH:19][CH:20]=3)[C:15]([CH3:23])([CH3:22])[C:14]2=[O:24])[C:3]2[CH:4]=[CH:5][CH:6]=[CH:7][C:2]=2[O:12]1. (2) The product is: [CH3:47][C:46]([CH3:49])([CH3:48])[C:45]([O:1][CH2:2][C:3]1[CH:4]=[C:5]2[C:9](=[C:10]([N+:12]([O-:14])=[O:13])[CH:11]=1)[NH:8][C:7]([C:15]([NH:17][C@@H:18]([CH2:27][S:28][CH2:29][C:30]1[CH:31]=[CH:32][C:33]([O:36][CH3:37])=[CH:34][CH:35]=1)[CH2:19][O:20][C:21](=[O:26])[C:22]([CH3:25])([CH3:24])[CH3:23])=[O:16])=[CH:6]2)=[O:50]. Given the reactants [OH:1][CH2:2][C:3]1[CH:4]=[C:5]2[C:9](=[C:10]([N+:12]([O-:14])=[O:13])[CH:11]=1)[NH:8][C:7]([C:15]([NH:17][C@@H:18]([CH2:27][S:28][CH2:29][C:30]1[CH:35]=[CH:34][C:33]([O:36][CH3:37])=[CH:32][CH:31]=1)[CH2:19][O:20][C:21](=[O:26])[C:22]([CH3:25])([CH3:24])[CH3:23])=[O:16])=[CH:6]2.CCN(CC)CC.[C:45](Cl)(=[O:50])[C:46]([CH3:49])([CH3:48])[CH3:47], predict the reaction product.